From a dataset of CYP2C9 substrate classification data from Carbon-Mangels et al.. Regression/Classification. Given a drug SMILES string, predict its absorption, distribution, metabolism, or excretion properties. Task type varies by dataset: regression for continuous measurements (e.g., permeability, clearance, half-life) or binary classification for categorical outcomes (e.g., BBB penetration, CYP inhibition). Dataset: cyp2c9_substrate_carbonmangels. (1) The molecule is CC(C)C1CCC(C(=O)N[C@H](Cc2ccccc2)C(=O)O)CC1. The result is 1 (substrate). (2) The compound is Nc1ccc(S(N)(=O)=O)cc1. The result is 0 (non-substrate).